Dataset: Reaction yield outcomes from USPTO patents with 853,638 reactions. Task: Predict the reaction yield, written as a fraction of the theoretical maximum amount of product (1.0 means a 100% yield; for example, 0.34 means a 34% yield). The product is [F:1][C:2]1[CH:10]=[CH:9][C:8]([CH2:11][C:12]2[C:21]3[C:16](=[CH:17][CH:18]=[CH:19][CH:20]=3)[C:15](=[O:22])[NH:14][N:13]=2)=[CH:7][C:3]=1[C:4]([N:35]1[CH2:34][CH2:33][CH:32]([O:31][CH2:30][C:29]([N:26]2[CH2:27][CH2:28][O:23][CH2:24][CH2:25]2)=[O:38])[CH2:37][CH2:36]1)=[O:5]. The reactants are [F:1][C:2]1[CH:10]=[CH:9][C:8]([CH2:11][C:12]2[C:21]3[C:16](=[CH:17][CH:18]=[CH:19][CH:20]=3)[C:15](=[O:22])[NH:14][N:13]=2)=[CH:7][C:3]=1[C:4](O)=[O:5].[O:23]1[CH2:28][CH2:27][N:26]([C:29](=[O:38])[CH2:30][O:31][CH:32]2[CH2:37][CH2:36][NH:35][CH2:34][CH2:33]2)[CH2:25][CH2:24]1.CCN(C(C)C)C(C)C. The catalyst is CN(C=O)C. The yield is 0.628.